Predict the reaction yield, written as a fraction of the theoretical maximum amount of product (1.0 means a 100% yield; for example, 0.34 means a 34% yield). From a dataset of Reaction yield outcomes from USPTO patents with 853,638 reactions. (1) The catalyst is C(Cl)Cl. The yield is 0.950. The reactants are C([O:5][C:6](=[O:39])[CH:7]=[CH:8][C:9]1[CH:14]=[CH:13][C:12]([NH:15][C:16]([C:18]2[N:19](COCC[Si](C)(C)C)[CH:20]=[C:21]([C:23]#[N:24])[N:22]=2)=[O:17])=[C:11]([C:33]2[CH2:38][CH2:37][CH2:36][CH2:35][CH:34]=2)[CH:10]=1)(C)(C)C.C(O)(C(F)(F)F)=O.CCO. The product is [C:23]([C:21]1[N:22]=[C:18]([C:16]([NH:15][C:12]2[CH:13]=[CH:14][C:9]([CH:8]=[CH:7][C:6]([OH:39])=[O:5])=[CH:10][C:11]=2[C:33]2[CH2:38][CH2:37][CH2:36][CH2:35][CH:34]=2)=[O:17])[NH:19][CH:20]=1)#[N:24]. (2) The reactants are [Cl:1][C:2]1[CH:7]=[CH:6][N:5]=[C:4]([NH2:8])[C:3]=1[I:9].[N+:10]([O-])([O-:12])=[O:11].[K+]. The catalyst is OS(O)(=O)=O. The product is [Cl:1][C:2]1[C:7]([N+:10]([O-:12])=[O:11])=[CH:6][N:5]=[C:4]([NH2:8])[C:3]=1[I:9]. The yield is 0.470. (3) The reactants are [OH:1][C:2]1[CH:11]=[C:10]([O:12]COC)[C:9]([CH2:16][CH:17]=[C:18]([CH3:20])[CH3:19])=[C:8]2[C:3]=1[C:4](=[O:33])[C:5]([O:31][CH3:32])=[C:6]([C:21]1[CH:26]=[CH:25][C:24]([O:27][CH3:28])=[C:23]([O:29][CH3:30])[CH:22]=1)[O:7]2.Cl. The catalyst is C(O)(C)C. The product is [OH:1][C:2]1[CH:11]=[C:10]([OH:12])[C:9]([CH2:16][CH:17]=[C:18]([CH3:20])[CH3:19])=[C:8]2[C:3]=1[C:4](=[O:33])[C:5]([O:31][CH3:32])=[C:6]([C:21]1[CH:26]=[CH:25][C:24]([O:27][CH3:28])=[C:23]([O:29][CH3:30])[CH:22]=1)[O:7]2. The yield is 0.870. (4) The reactants are C[O:2][C:3](=[O:28])[CH2:4][NH:5][C:6]1[CH:27]=[CH:26][C:9]2[C:10]3[N:14]([CH2:15][CH2:16][O:17][C:8]=2[CH:7]=1)[CH:13]=[C:12]([C:18]1[N:19]([CH:23]([CH3:25])[CH3:24])[N:20]=[CH:21][N:22]=1)[N:11]=3.O.[OH-].[Li+:31]. The catalyst is O1CCOCC1.O. The product is [Li+:31].[CH:23]([N:19]1[C:18]([C:12]2[N:11]=[C:10]3[N:14]([CH2:15][CH2:16][O:17][C:8]4[CH:7]=[C:6]([NH:5][CH2:4][C:3]([O-:28])=[O:2])[CH:27]=[CH:26][C:9]=43)[CH:13]=2)=[N:22][CH:21]=[N:20]1)([CH3:25])[CH3:24]. The yield is 0.810. (5) The reactants are [CH:1]1([C:5]2[NH:13][C:12]3[C:11](=[O:14])[NH:10][C:9](=S)[N:8]([CH2:16][CH2:17][CH2:18][CH2:19][CH3:20])[C:7]=3[N:6]=2)[CH2:4][CH2:3][CH2:2]1.[NH2:21][NH2:22]. The catalyst is O. The product is [CH:1]1([C:5]2[NH:13][C:12]3[C:11](=[O:14])[NH:10]/[C:9](=[N:21]\[NH2:22])/[N:8]([CH2:16][CH2:17][CH2:18][CH2:19][CH3:20])[C:7]=3[N:6]=2)[CH2:4][CH2:3][CH2:2]1. The yield is 0.386. (6) The reactants are Cl[CH2:2][C:3]1[CH:8]=[CH:7][C:6]([C:9]2[S:17][C:16]3[C:11](=[N:12][CH:13]=[CH:14][C:15]=3[O:18][C:19]3[CH:24]=[CH:23][C:22]([N+:25]([O-:27])=[O:26])=[CH:21][C:20]=3[F:28])[CH:10]=2)=[CH:5][CH:4]=1.[NH:29]1[CH2:34][CH2:33][O:32][CH2:31][CH2:30]1. The catalyst is CN(C=O)C. The product is [F:28][C:20]1[CH:21]=[C:22]([N+:25]([O-:27])=[O:26])[CH:23]=[CH:24][C:19]=1[O:18][C:15]1[CH:14]=[CH:13][N:12]=[C:11]2[CH:10]=[C:9]([C:6]3[CH:7]=[CH:8][C:3]([CH2:2][N:29]4[CH2:34][CH2:33][O:32][CH2:31][CH2:30]4)=[CH:4][CH:5]=3)[S:17][C:16]=12. The yield is 0.940. (7) The reactants are C([O:4][C:5]1[CH:10]=[CH:9][CH:8]=[CH:7][C:6]=1[C:11]1[C:16]([Cl:17])=[CH:15][CH:14]=[CH:13][C:12]=1[Cl:18])C=C.O.CN1C[CH2:24][CH2:23][C:22]1=O. No catalyst specified. The product is [CH2:24]([C:10]1[CH:9]=[CH:8][CH:7]=[C:6]([C:11]2[C:12]([Cl:18])=[CH:13][CH:14]=[CH:15][C:16]=2[Cl:17])[C:5]=1[OH:4])[CH:23]=[CH2:22]. The yield is 0.830. (8) The reactants are [Cl:1][C:2]1[C:7]([N+:8]([O-])=O)=[CH:6][CH:5]=[C:4]([Cl:11])[C:3]=1[C:12]1[C:13](=[O:23])[N:14]([CH3:22])[C:15]2[C:20]([CH:21]=1)=[CH:19][N:18]=[CH:17][CH:16]=2. The catalyst is CCO.Cl.CCOC(C)=O.C([O-])([O-])=O.[K+].[K+]. The product is [NH2:8][C:7]1[C:2]([Cl:1])=[C:3]([C:12]2[C:13](=[O:23])[N:14]([CH3:22])[C:15]3[C:20]([CH:21]=2)=[CH:19][N:18]=[CH:17][CH:16]=3)[C:4]([Cl:11])=[CH:5][CH:6]=1. The yield is 0.931.